From a dataset of Forward reaction prediction with 1.9M reactions from USPTO patents (1976-2016). Predict the product of the given reaction. (1) Given the reactants Cl.Cl.[Cl:3][C:4]1[C:9]([F:10])=[CH:8][C:7]([C:11]2[N:12]=[C:13]([N:20]3[CH2:25][CH2:24][NH:23][CH2:22][CH2:21]3)[C:14]3[S:19][CH:18]=[CH:17][C:15]=3[N:16]=2)=[C:6]([F:26])[CH:5]=1.[OH:27][CH2:28][C:29](O)=[O:30].C1C=CC2N(O)N=NC=2C=1.CCN=C=NCCCN(C)C, predict the reaction product. The product is: [ClH:3].[Cl:3][C:4]1[C:9]([F:10])=[CH:8][C:7]([C:11]2[N:12]=[C:13]([N:20]3[CH2:21][CH2:22][N:23]([C:28](=[O:27])[CH2:29][OH:30])[CH2:24][CH2:25]3)[C:14]3[S:19][CH:18]=[CH:17][C:15]=3[N:16]=2)=[C:6]([F:26])[CH:5]=1. (2) Given the reactants [OH:1][C:2]1([C:8]2[N:13]=[C:12]([C:14]#[N:15])[CH:11]=[CH:10][CH:9]=2)[CH2:7][CH2:6][O:5][CH2:4][CH2:3]1.Cl.CO, predict the reaction product. The product is: [OH:1][C:2]1([C:8]2[N:13]=[C:12]([CH2:14][NH2:15])[CH:11]=[CH:10][CH:9]=2)[CH2:3][CH2:4][O:5][CH2:6][CH2:7]1. (3) Given the reactants [NH2:1][C:2]1[CH:3]=[C:4]([CH2:8][CH2:9][C:10]2[CH:11]=[C:12]([NH:16][C:17](=[O:23])[O:18][C:19]([CH3:22])([CH3:21])[CH3:20])[CH:13]=[N:14][CH:15]=2)[CH:5]=[CH:6][CH:7]=1.[Cl:24][C:25]1[N:30]=[C:29](Cl)[C:28]([F:32])=[CH:27][N:26]=1.C(=O)([O-])[O-].[K+].[K+], predict the reaction product. The product is: [Cl:24][C:25]1[N:30]=[C:29]([NH:1][C:2]2[CH:3]=[C:4]([CH2:8][CH2:9][C:10]3[CH:11]=[C:12]([NH:16][C:17](=[O:23])[O:18][C:19]([CH3:20])([CH3:22])[CH3:21])[CH:13]=[N:14][CH:15]=3)[CH:5]=[CH:6][CH:7]=2)[C:28]([F:32])=[CH:27][N:26]=1. (4) Given the reactants C([CH:5]([O:27][C:28]1[CH:29]=[N:30][NH:31][C:32](=[O:35])[C:33]=1[Cl:34])[C:6]1[CH:26]=[CH:25][C:9]([O:10][CH2:11][CH2:12][CH2:13]OS(C2C=CC(C)=CC=2)(=O)=O)=[CH:8][CH:7]=1)(C)(C)C.[F-:36].[K+], predict the reaction product. The product is: [C:6]([N:31]1[C:32](=[O:35])[C:33]([Cl:34])=[C:28]([O:27][CH2:5][C:6]2[CH:7]=[CH:8][C:9]([O:10][CH2:11][CH2:12][CH2:13][F:36])=[CH:25][CH:26]=2)[CH:29]=[N:30]1)([CH3:26])([CH3:7])[CH3:5]. (5) Given the reactants [Cl:1][C:2]1[CH:3]=[C:4]2[C:8](=[CH:9][CH:10]=1)[NH:7][C:6]([S:11]([N:14]1[CH2:19][C:18](=[O:20])[N:17]3[CH2:21][C:22]4([N:32]([CH3:33])[C:16]3([CH2:34][O:35][CH3:36])[CH2:15]1)[CH2:27][CH2:26][N:25]([C:28](=[O:31])[CH2:29][CH3:30])[CH2:24][CH2:23]4)(=[O:13])=[O:12])=[CH:5]2.C(O)(=O)C#C.CCN=C=NCCCN(C)C.Cl.O, predict the reaction product. The product is: [Cl:1][C:2]1[CH:3]=[C:4]2[C:8](=[CH:9][CH:10]=1)[NH:7][C:6]([S:11]([N:14]1[CH2:19][C:18](=[O:20])[N:17]3[CH2:21][C:22]4([N:32]([CH3:33])[C:16]3([CH2:34][O:35][CH3:36])[CH2:15]1)[CH2:23][CH2:24][N:25]([C:28](=[O:31])[C:29]#[CH:30])[CH2:26][CH2:27]4)(=[O:12])=[O:13])=[CH:5]2. (6) Given the reactants Cl.[CH:2]1([CH2:5][O:6][C:7]2[CH:15]=[CH:14][C:10]3[O:11][CH2:12][O:13][C:9]=3[C:8]=2[C:16]2[C:17]3[NH:24][C:23]([CH3:25])=[C:22]([C:26]([NH:28][C@@H:29]4[CH2:33][CH2:32][NH:31][CH2:30]4)=[O:27])[C:18]=3[N:19]=[CH:20][N:21]=2)[CH2:4][CH2:3]1.[CH3:34][O:35][CH2:36][C:37](Cl)=[O:38], predict the reaction product. The product is: [CH:2]1([CH2:5][O:6][C:7]2[CH:15]=[CH:14][C:10]3[O:11][CH2:12][O:13][C:9]=3[C:8]=2[C:16]2[C:17]3[NH:24][C:23]([CH3:25])=[C:22]([C:26]([NH:28][C@@H:29]4[CH2:33][CH2:32][N:31]([C:37](=[O:38])[CH2:36][O:35][CH3:34])[CH2:30]4)=[O:27])[C:18]=3[N:19]=[CH:20][N:21]=2)[CH2:4][CH2:3]1. (7) Given the reactants C[C:2]1[C:6]2[N:7]=[C:8](SC)[N:9]=[C:10]([N:11]3[CH2:16][CH2:15][O:14][CH2:13][CH2:12]3)[C:5]=2[S:4][C:3]=1[CH2:19][N:20]1[CH2:25][CH2:24][N:23]([S:26]([CH3:29])(=[O:28])=[O:27])[CH2:22][CH2:21]1.C([Sn](CCCC)(CCCC)[C:35]1[CH:40]=[C:39]([NH:41]C(=O)C)[N:38]=[C:37]([NH:45]C(=O)C)[CH:36]=1)CCC, predict the reaction product. The product is: [O:14]1[CH2:13][CH2:12][N:11]([C:10]2[C:5]3[S:4][C:3]([CH2:19][N:20]4[CH2:25][CH2:24][N:23]([S:26]([CH3:29])(=[O:28])=[O:27])[CH2:22][CH2:21]4)=[CH:2][C:6]=3[N:7]=[C:8]([C:35]3[CH:40]=[C:39]([NH2:41])[N:38]=[C:37]([NH2:45])[CH:36]=3)[N:9]=2)[CH2:16][CH2:15]1. (8) Given the reactants F[C:2]1[CH:9]=[CH:8][CH:7]=[CH:6][C:3]=1[C:4]#[N:5].[C:10]1([NH:16][CH2:17][CH2:18][NH2:19])[CH:15]=[CH:14][CH:13]=[CH:12][CH:11]=1, predict the reaction product. The product is: [C:10]1([NH:16][CH2:17][CH2:18][NH:19][C:2]2[CH:9]=[CH:8][CH:7]=[CH:6][C:3]=2[C:4]#[N:5])[CH:15]=[CH:14][CH:13]=[CH:12][CH:11]=1.